Dataset: Full USPTO retrosynthesis dataset with 1.9M reactions from patents (1976-2016). Task: Predict the reactants needed to synthesize the given product. (1) Given the product [NH:27]1[C:22]2[CH:23]=[CH:24][CH:25]=[CH:26][C:21]=2[N:28]=[C:19]1[C:7]1[C:6]2[C:10](=[CH:11][CH:12]=[C:4]([N+:1]([O-:3])=[O:2])[CH:5]=2)[N:9]([CH:13]2[CH2:18][CH2:17][CH2:16][CH2:15][O:14]2)[N:8]=1, predict the reactants needed to synthesize it. The reactants are: [N+:1]([C:4]1[CH:5]=[C:6]2[C:10](=[CH:11][CH:12]=1)[N:9]([CH:13]1[CH2:18][CH2:17][CH2:16][CH2:15][O:14]1)[N:8]=[C:7]2[CH:19]=O)([O-:3])=[O:2].[C:21]1([NH2:28])[CH:26]=[CH:25][CH:24]=[CH:23][C:22]=1[NH2:27].S(=O)(O)[O-].[Na+]. (2) Given the product [OH:24][CH2:23][CH2:22][O:25][C:3]1[N:11]=[C:10]2[C:6]([N:7]=[CH:8][N:9]2[CH2:12][C:13]2[CH:14]=[N:15][C:16]([CH3:19])=[CH:17][CH:18]=2)=[C:5]([NH2:20])[N:4]=1, predict the reactants needed to synthesize it. The reactants are: [Na].Cl[C:3]1[N:11]=[C:10]2[C:6]([N:7]=[CH:8][N:9]2[CH2:12][C:13]2[CH:14]=[N:15][C:16]([CH3:19])=[CH:17][CH:18]=2)=[C:5]([NH2:20])[N:4]=1.O.[CH2:22]([OH:25])[CH2:23][OH:24]. (3) Given the product [NH2:15][C:11]1[CH:10]=[C:6]([CH:5]=[C:4]([F:3])[C:12]=1[O:13][CH3:14])[C:7]([NH2:9])=[O:8], predict the reactants needed to synthesize it. The reactants are: [BH4-].[Na+].[F:3][C:4]1[CH:5]=[C:6]([CH:10]=[C:11]([N+:15]([O-])=O)[C:12]=1[O:13][CH3:14])[C:7]([NH2:9])=[O:8].O. (4) Given the product [F:23][C:20]1[CH:21]=[CH:22][C:17]([C:16]#[C:15][C:12]2[CH:13]=[CH:14][C:9]([OH:8])=[C:10]([N:24]3[S:28](=[O:30])(=[O:29])[NH:27][C:26](=[O:31])[CH2:25]3)[CH:11]=2)=[CH:18][CH:19]=1, predict the reactants needed to synthesize it. The reactants are: C([O:8][C:9]1[CH:14]=[CH:13][C:12]([C:15]#[C:16][C:17]2[CH:22]=[CH:21][C:20]([F:23])=[CH:19][CH:18]=2)=[CH:11][C:10]=1[N:24]1[S:28](=[O:30])(=[O:29])[NH:27][C:26](=[O:31])[CH2:25]1)C1C=CC=CC=1.B(Br)(Br)Br. (5) Given the product [Cl:1][C:2]1[CH:11]=[CH:10][C:9]([N:70]2[CH2:71][CH2:72][CH:68]([N:67]([CH2:73][CH3:74])[CH2:65][CH3:66])[CH2:69]2)=[CH:8][C:3]=1[C:4]([O:6][CH3:7])=[O:5], predict the reactants needed to synthesize it. The reactants are: [Cl:1][C:2]1[CH:11]=[CH:10][C:9](I)=[CH:8][C:3]=1[C:4]([O:6][CH3:7])=[O:5].C(=O)([O-])[O-].[Cs+].[Cs+].C1C=CC(P(C2C(C3C(P(C4C=CC=CC=4)C4C=CC=CC=4)=CC=C4C=3C=CC=C4)=C3C(C=CC=C3)=CC=2)C2C=CC=CC=2)=CC=1.[CH2:65]([N:67]([CH2:73][CH3:74])[CH:68]1[CH2:72][CH2:71][NH:70][CH2:69]1)[CH3:66]. (6) Given the product [NH2:39][C:26]1[N:25]=[C:24]([CH3:23])[C:29]([C:2]2[N:3]=[C:4]([N:17]3[CH2:22][CH2:21][O:20][CH2:19][CH2:18]3)[C:5]3[S:10][C:9]([CH2:11][N:12]([CH3:16])[C:13](=[O:15])[CH3:14])=[CH:8][C:6]=3[N:7]=2)=[CH:28][N:27]=1, predict the reactants needed to synthesize it. The reactants are: Cl[C:2]1[N:3]=[C:4]([N:17]2[CH2:22][CH2:21][O:20][CH2:19][CH2:18]2)[C:5]2[S:10][C:9]([CH2:11][N:12]([CH3:16])[C:13](=[O:15])[CH3:14])=[CH:8][C:6]=2[N:7]=1.[CH3:23][C:24]1[C:29](B2OC(C)(C)C(C)(C)O2)=[CH:28][N:27]=[C:26]([NH2:39])[N:25]=1. (7) The reactants are: Br[C:2]1[CH:3]=[C:4]2[C:9](=[CH:10][CH:11]=1)[N:8]=[CH:7][C:6]([C:12]([CH:14]1[CH2:16][CH2:15]1)=[O:13])=[C:5]2[N:17]1[CH2:22][CH2:21][CH:20]([CH:23]([N:25]([CH3:27])[CH3:26])[CH3:24])[CH2:19][CH2:18]1.[Cl:28][C:29]1[CH:34]=[C:33](B2OC(C)(C)C(C)(C)O2)[CH:32]=[C:31]([O:44][CH3:45])[C:30]=1[OH:46]. Given the product [Cl:28][C:29]1[CH:34]=[C:33]([C:2]2[CH:3]=[C:4]3[C:9](=[CH:10][CH:11]=2)[N:8]=[CH:7][C:6]([C:12]([CH:14]2[CH2:16][CH2:15]2)=[O:13])=[C:5]3[N:17]2[CH2:22][CH2:21][CH:20]([CH:23]([N:25]([CH3:27])[CH3:26])[CH3:24])[CH2:19][CH2:18]2)[CH:32]=[C:31]([O:44][CH3:45])[C:30]=1[OH:46], predict the reactants needed to synthesize it. (8) The reactants are: [Cl:1][C:2]1[C:10]2[N:9]=[C:8]([NH:11][C:12]3[CH:13]=[N:14][C:15]([N:19]([CH3:21])[CH3:20])=[CH:16][C:17]=3[CH3:18])[N:7]([CH2:22][CH2:23][CH2:24][C:25](OCC)=[O:26])[C:6]=2[C:5]([CH:30]([CH2:33][CH3:34])[CH2:31][CH3:32])=[CH:4][CH:3]=1.[BH4-].[Li+].O. Given the product [Cl:1][C:2]1[C:10]2[N:9]=[C:8]([NH:11][C:12]3[CH:13]=[N:14][C:15]([N:19]([CH3:21])[CH3:20])=[CH:16][C:17]=3[CH3:18])[N:7]([CH2:22][CH2:23][CH2:24][CH2:25][OH:26])[C:6]=2[C:5]([CH:30]([CH2:33][CH3:34])[CH2:31][CH3:32])=[CH:4][CH:3]=1, predict the reactants needed to synthesize it.